Dataset: Catalyst prediction with 721,799 reactions and 888 catalyst types from USPTO. Task: Predict which catalyst facilitates the given reaction. (1) Reactant: [CH:1](=[O:15])[CH2:2][CH2:3][CH2:4][CH2:5][CH2:6][CH2:7][CH2:8][CH2:9][CH2:10][CH2:11][CH2:12][CH2:13][CH3:14].[CH2:16]([Mg]Br)[CH2:17][CH2:18][CH:19]=[CH2:20]. Product: [CH2:16]=[CH:17][CH2:18][CH2:19][CH2:20][CH:1]([OH:15])[CH2:2][CH2:3][CH2:4][CH2:5][CH2:6][CH2:7][CH2:8][CH2:9][CH2:10][CH2:11][CH2:12][CH2:13][CH3:14]. The catalyst class is: 1. (2) Reactant: Cl.O1CCOCC1.[F:8][CH:9]([F:56])[C:10]([C:43]1[CH:48]=[CH:47][C:46]([C:49]2[CH:54]=[CH:53][C:52]([F:55])=[CH:51][N:50]=2)=[CH:45][CH:44]=1)([OH:42])[CH2:11][C:12]1[N:13](C(C2C=CC=CC=2)(C2C=CC=CC=2)C2C=CC=CC=2)[CH:14]=[C:15]([CH2:17][C:18]([CH3:22])([CH3:21])[CH2:19][OH:20])[N:16]=1. Product: [F:56][CH:9]([F:8])[C:10]([C:43]1[CH:48]=[CH:47][C:46]([C:49]2[CH:54]=[CH:53][C:52]([F:55])=[CH:51][N:50]=2)=[CH:45][CH:44]=1)([OH:42])[CH2:11][C:12]1[NH:13][CH:14]=[C:15]([CH2:17][C:18]([CH3:22])([CH3:21])[CH2:19][OH:20])[N:16]=1. The catalyst class is: 5.